From a dataset of Catalyst prediction with 721,799 reactions and 888 catalyst types from USPTO. Predict which catalyst facilitates the given reaction. (1) Reactant: [CH2:1]([O:8][C:9]1[CH:14]=[CH:13][C:12]([C:15]2[NH:19][C:18]3[CH:20]=[C:21]([C:23]([O:25][CH2:26][CH3:27])=[O:24])[S:22][C:17]=3[CH:16]=2)=[CH:11][CH:10]=1)[C:2]1[CH:7]=[CH:6][CH:5]=[CH:4][CH:3]=1.[H-].[Na+].Br[CH:31]1[CH2:36][CH2:35][CH2:34][CH:33]=[CH:32]1.C(OCC)(=O)C. Product: [CH2:1]([O:8][C:9]1[CH:10]=[CH:11][C:12]([C:15]2[NH:19][C:18]3[CH:20]=[C:21]([C:23]([O:25][CH2:26][CH3:27])=[O:24])[S:22][C:17]=3[C:16]=2[CH:36]2[CH2:35][CH2:34][CH2:33][CH:32]=[CH:31]2)=[CH:13][CH:14]=1)[C:2]1[CH:7]=[CH:6][CH:5]=[CH:4][CH:3]=1. The catalyst class is: 7. (2) Product: [Br:1][C:2]1[CH:3]=[CH:4][C:5]([CH:8]([CH3:13])[C:9]([OH:11])=[O:10])=[CH:6][CH:7]=1. Reactant: [Br:1][C:2]1[CH:7]=[CH:6][C:5]([CH:8]([CH3:13])[C:9]([O:11]C)=[O:10])=[CH:4][CH:3]=1.[OH-].[Li+].Cl. The catalyst class is: 36. (3) Reactant: [OH:1][CH2:2][CH:3]1[CH2:11][C:10]2[C:5](=[CH:6][CH:7]=[CH:8][CH:9]=2)[N:4]1[C:12]([O:14][CH2:15][C:16]1[CH:21]=[CH:20][CH:19]=[CH:18][CH:17]=1)=[O:13].[I:22]N1C(=O)CCC1=O. Product: [OH:1][CH2:2][CH:3]1[CH2:11][C:10]2[C:5](=[CH:6][CH:7]=[C:8]([I:22])[CH:9]=2)[N:4]1[C:12]([O:14][CH2:15][C:16]1[CH:21]=[CH:20][CH:19]=[CH:18][CH:17]=1)=[O:13]. The catalyst class is: 3. (4) Reactant: Br[C:2]1[CH:7]=[CH:6][CH:5]=[C:4]([F:8])[C:3]=1[C:9]1[CH:14]=[CH:13][CH:12]=[C:11]([CH3:15])[CH:10]=1.[Li]CCCC.CON(C)[C:24]([C@@H:26]1[O:31][CH2:30][CH2:29][N:28]([C:32]([O:34][C:35]([CH3:38])([CH3:37])[CH3:36])=[O:33])[CH2:27]1)=[O:25]. Product: [F:8][C:4]1[CH:5]=[CH:6][CH:7]=[C:2]([C:24]([C@@H:26]2[O:31][CH2:30][CH2:29][N:28]([C:32]([O:34][C:35]([CH3:38])([CH3:37])[CH3:36])=[O:33])[CH2:27]2)=[O:25])[C:3]=1[C:9]1[CH:14]=[CH:13][CH:12]=[C:11]([CH3:15])[CH:10]=1. The catalyst class is: 134.